Dataset: Full USPTO retrosynthesis dataset with 1.9M reactions from patents (1976-2016). Task: Predict the reactants needed to synthesize the given product. (1) Given the product [Cl:4][C:5]1[CH:36]=[CH:35][CH:34]=[CH:33][C:6]=1[CH2:7][N:8]([CH3:32])[C:9]([C:11]1[N:12]=[N:13][N:14]([CH2:17][C:18]2[CH:23]=[C:22]([C:24]([F:26])([F:27])[F:25])[CH:21]=[C:20]([C:28]([F:29])([F:30])[F:31])[CH:19]=2)[C:15]=1[N:2]([CH3:3])[CH3:1])=[O:10], predict the reactants needed to synthesize it. The reactants are: [CH3:1][NH:2][CH3:3].[Cl:4][C:5]1[CH:36]=[CH:35][CH:34]=[CH:33][C:6]=1[CH2:7][N:8]([CH3:32])[C:9]([C:11]1[N:12]=[N:13][N:14]([CH2:17][C:18]2[CH:23]=[C:22]([C:24]([F:27])([F:26])[F:25])[CH:21]=[C:20]([C:28]([F:31])([F:30])[F:29])[CH:19]=2)[C:15]=1Cl)=[O:10]. (2) The reactants are: CC1(C)O[C@@H](CC[O:9]/[N:10]=[C:11]2\[NH:12][C@@H:13]([C:23]3[CH:28]=[CH:27][C:26]([F:29])=[CH:25][C:24]=3[C:30]3[CH:35]=[CH:34][CH:33]=[C:32]([O:36][CH3:37])[N:31]=3)[CH2:14][C:15]3[N:16]=[C:17]([NH2:22])[N:18]=[C:19]([CH3:21])[C:20]\2=3)CO1.Cl. Given the product [NH2:22][C:17]1[N:18]=[C:19]([CH3:21])[C:20]2=[C:15]([CH2:14][C@H:13]([C:23]3[CH:28]=[CH:27][C:26]([F:29])=[CH:25][C:24]=3[C:30]3[CH:35]=[CH:34][CH:33]=[C:32]([O:36][CH3:37])[N:31]=3)[NH:12]/[C:11]/2=[N:10]\[OH:9])[N:16]=1, predict the reactants needed to synthesize it. (3) The reactants are: [Br:1][C:2]1[CH:3]=[C:4]2[C:11](=[CH:12][CH:13]=1)[O:10][CH2:9][C:6]1([CH2:8][CH2:7]1)[C:5]2([NH:19][C:20]([NH:22][C:23](=[O:30])[C:24]1[CH:29]=[CH:28][CH:27]=[CH:26][CH:25]=1)=[S:21])[C:14]([F:18])([F:17])[CH2:15]O.ClC(N(C)C)=C(C)C.C([O-])([O-])=O.[K+].[K+]. Given the product [Br:1][C:2]1[CH:3]=[C:4]2[C:5]3([C:14]([F:17])([F:18])[CH2:15][S:21][C:20]([NH:22][C:23](=[O:30])[C:24]4[CH:25]=[CH:26][CH:27]=[CH:28][CH:29]=4)=[N:19]3)[C:6]3([CH2:7][CH2:8]3)[CH2:9][O:10][C:11]2=[CH:12][CH:13]=1, predict the reactants needed to synthesize it. (4) Given the product [CH3:1][N:2]1[C:10](=[O:11])[C:9]2[NH:8][C:7]([C:15]#[N:16])=[N:6][C:5]=2[N:4]([CH2:17][CH2:18][CH2:19][CH2:20][CH3:21])[C:3]1=[O:22], predict the reactants needed to synthesize it. The reactants are: [CH3:1][N:2]1[C:10](=[O:11])[C:9]2[N:8](CC=C)[C:7]([C:15]#[N:16])=[N:6][C:5]=2[N:4]([CH2:17][CH2:18][CH2:19][CH2:20][CH3:21])[C:3]1=[O:22].N1CCOCC1.CS(C)=O. (5) Given the product [CH3:13][O:12][C:6]1[CH:5]=[C:4]2[C:9]([N:10]=[CH:11][C:2]([O:18][CH:17]([N:28]3[CH2:29][CH2:30][CH2:31][CH:26]([NH:25][CH2:24][C:41]4[CH:42]=[CH:43][C:37]5[S:36][CH2:35][C:34](=[O:33])[NH:39][C:38]=5[CH:40]=4)[CH2:27]3)[CH2:16][CH3:15])=[N:3]2)=[CH:8][CH:7]=1, predict the reactants needed to synthesize it. The reactants are: Cl[C:2]1[CH:11]=[N:10][C:9]2[C:4](=[CH:5][C:6]([O:12][CH3:13])=[CH:7][CH:8]=2)[N:3]=1.Br[CH2:15][CH2:16][CH2:17][OH:18].C(O[C:24](=O)[NH:25][CH:26]1[CH2:31][CH2:30][CH2:29][NH:28][CH2:27]1)(C)(C)C.[O:33]=[C:34]1[NH:39][C:38]2[CH:40]=[C:41](C=O)[CH:42]=[CH:43][C:37]=2[S:36][CH2:35]1. (6) Given the product [Cl:8][C:7]1[CH:6]=[CH:5][C:4]([C@@H:9]2[CH2:13][NH:12][C:11](=[O:14])[CH2:10]2)=[CH:3][C:2]=1[I:20], predict the reactants needed to synthesize it. The reactants are: N[C:2]1[CH:3]=[C:4]([C@@H:9]2[CH2:13][NH:12][C:11](=[O:14])[CH2:10]2)[CH:5]=[CH:6][C:7]=1[Cl:8].Cl.N([O-])=O.[Na+].[I-:20].[K+]. (7) The reactants are: [OH:1][C:2]1[C:7]([C:8](=O)[CH:9]([CH3:11])[CH3:10])=[C:6]([O:13][CH3:14])[C:5]([O:15][CH3:16])=[C:4]([O:17][CH3:18])[CH:3]=1.C([SiH](CC)CC)C. Given the product [CH2:8]([C:7]1[C:6]([O:13][CH3:14])=[C:5]([O:15][CH3:16])[C:4]([O:17][CH3:18])=[CH:3][C:2]=1[OH:1])[CH:9]([CH3:11])[CH3:10], predict the reactants needed to synthesize it.